From a dataset of Full USPTO retrosynthesis dataset with 1.9M reactions from patents (1976-2016). Predict the reactants needed to synthesize the given product. (1) Given the product [C:20]([C:22]1[CH:28]=[CH:27][C:25]([NH:26][C:14]([C:12]2([CH3:17])[CH2:11][O:10][C:9]([CH3:8])([CH3:18])[O:13]2)=[O:16])=[CH:24][C:23]=1[C:29]([F:30])([F:31])[F:32])#[N:21], predict the reactants needed to synthesize it. The reactants are: C(Cl)(=O)C(Cl)=O.[Na].[CH3:8][C:9]1([CH3:18])[O:13][C:12]([CH3:17])([C:14]([O-:16])=O)[CH2:11][O:10]1.[Na+].[C:20]([C:22]1[CH:28]=[CH:27][C:25]([NH2:26])=[CH:24][C:23]=1[C:29]([F:32])([F:31])[F:30])#[N:21].C([O-])(O)=O.[Na+]. (2) Given the product [ClH:29].[CH2:1]([O:8][C:9](=[O:26])[NH:10][C@H:11]1[CH2:16][CH2:15][C@H:14]([CH2:17][NH2:18])[CH2:13][CH2:12]1)[C:2]1[CH:3]=[CH:4][CH:5]=[CH:6][CH:7]=1, predict the reactants needed to synthesize it. The reactants are: [CH2:1]([O:8][C:9](=[O:26])[NH:10][C@H:11]1[CH2:16][CH2:15][C@H:14]([CH2:17][NH:18]C(OC(C)(C)C)=O)[CH2:13][CH2:12]1)[C:2]1[CH:7]=[CH:6][CH:5]=[CH:4][CH:3]=1.Cl.C(Cl)(Cl)[Cl:29]. (3) Given the product [P:10](=[O:11])([OH:22])([OH:13])[OH:12].[NH2:56][C@H:57]([C:62]([OH:64])=[O:63])[CH2:58][C:59]([OH:61])=[O:60].[P:10]([O:22][CH2:23][C@H:24]1[O:28][C@@H:27]([N:29]2[C:38]3[N:37]=[CH:36][N:35]=[C:33]([NH2:34])[C:32]=3[N:31]=[CH:30]2)[C@H:26]([OH:39])[C@@H:25]1[OH:40])([O:13][P:14]([OH:16])([OH:17])=[O:15])(=[O:11])[OH:12], predict the reactants needed to synthesize it. The reactants are: C(O)C(N)(CO)CO.Cl.[P:10]([O:22][CH2:23][C@H:24]1[O:28][C@@H:27]([N:29]2[C:38]3[N:37]=[CH:36][N:35]=[C:33]([NH2:34])[C:32]=3[N:31]=[CH:30]2)[C@H:26]([OH:39])[C@@H:25]1[OH:40])([O:13][P:14]([O:17]P(O)(O)=O)([OH:16])=[O:15])(=[O:12])[OH:11].NO.S([O-])([O-])(=O)=O.[NH4+].[NH4+].S([O-])([O-])(=O)=O.[Mg+2].[NH2:56][C@H:57]([C:62]([OH:64])=[O:63])[CH2:58][C:59]([OH:61])=[O:60]. (4) The reactants are: [Br:1][C:2]1[CH:3]=[CH:4][C:5]([Cl:10])=[C:6]([CH:9]=1)[CH2:7][NH2:8].CO[C:13](=[NH:21])[CH:14]([O:18][CH2:19][CH3:20])[O:15][CH2:16][CH3:17]. Given the product [Br:1][C:2]1[CH:3]=[CH:4][C:5]([Cl:10])=[C:6]([CH:9]=1)[CH2:7][NH:8][C:13](=[NH:21])[CH:14]([O:18][CH2:19][CH3:20])[O:15][CH2:16][CH3:17], predict the reactants needed to synthesize it. (5) Given the product [NH2:2]/[C:1](/[N:3]([CH2:21][C:22]1[CH:27]=[CH:26][C:25]([C:28]2[N:29]=[C:30]([CH:33]3[CH2:34][CH2:35]3)[O:31][CH:32]=2)=[CH:24][CH:23]=1)[CH2:4][CH2:5][C:6]1[CH:20]=[CH:19][C:9]([O:10][C:11]([CH3:17])([CH3:18])[C:12]([O:14][CH2:15][CH3:16])=[O:13])=[CH:8][CH:7]=1)=[N:37]\[OH:38], predict the reactants needed to synthesize it. The reactants are: [C:1]([N:3]([CH2:21][C:22]1[CH:27]=[CH:26][C:25]([C:28]2[N:29]=[C:30]([CH:33]3[CH2:35][CH2:34]3)[O:31][CH:32]=2)=[CH:24][CH:23]=1)[CH2:4][CH2:5][C:6]1[CH:20]=[CH:19][C:9]([O:10][C:11]([CH3:18])([CH3:17])[C:12]([O:14][CH2:15][CH3:16])=[O:13])=[CH:8][CH:7]=1)#[N:2].Cl.[NH2:37][OH:38].C([O-])(=O)C.[Na+]. (6) The reactants are: [Cl:1][C:2]1[CH:7]=[CH:6][C:5]([C:8]2[CH:13]=[C:12]([CH:14]3[CH2:16][CH2:15]3)[N:11]3[N:17]=[CH:18][C:19]([C:20]([OH:22])=O)=[C:10]3[N:9]=2)=[CH:4][CH:3]=1.[NH2:23][C:24]1[CH:25]=[C:26]([S:30]([N:33]2[CH2:37][CH2:36][CH2:35][C@H:34]2[CH2:38][OH:39])(=[O:32])=[O:31])[CH:27]=[CH:28][CH:29]=1. Given the product [OH:39][CH2:38][C@@H:34]1[CH2:35][CH2:36][CH2:37][N:33]1[S:30]([C:26]1[CH:25]=[C:24]([NH:23][C:20]([C:19]2[CH:18]=[N:17][N:11]3[C:12]([CH:14]4[CH2:15][CH2:16]4)=[CH:13][C:8]([C:5]4[CH:6]=[CH:7][C:2]([Cl:1])=[CH:3][CH:4]=4)=[N:9][C:10]=23)=[O:22])[CH:29]=[CH:28][CH:27]=1)(=[O:32])=[O:31], predict the reactants needed to synthesize it. (7) Given the product [F:1][C:2]([F:19])([F:18])[C:3]1[CH:4]=[C:5]([C:9]2[CH:10]=[C:11]([C:12]([F:15])([F:14])[F:13])[N:22]3[N:23]=[CH:24][C:25]([C:26]4[CH:31]=[CH:30][N:29]=[CH:28][CH:27]=4)=[C:21]3[N:20]=2)[CH:6]=[CH:7][CH:8]=1, predict the reactants needed to synthesize it. The reactants are: [F:1][C:2]([F:19])([F:18])[C:3]1[CH:4]=[C:5]([C:9](=O)[CH2:10][C:11](=O)[C:12]([F:15])([F:14])[F:13])[CH:6]=[CH:7][CH:8]=1.[NH2:20][C:21]1[C:25]([C:26]2[CH:31]=[CH:30][N:29]=[CH:28][CH:27]=2)=[CH:24][NH:23][N:22]=1.